This data is from Catalyst prediction with 721,799 reactions and 888 catalyst types from USPTO. The task is: Predict which catalyst facilitates the given reaction. (1) Reactant: [CH:1]([OH:4])([CH3:3])[CH3:2].[H-].[Na+].[CH2:7]([Sn:11]([CH2:18][CH2:19][CH2:20][CH3:21])([CH2:14][CH2:15][CH2:16][CH3:17])[CH2:12]I)[CH2:8][CH2:9][CH3:10].CN(C)C=O. Product: [CH2:18]([Sn:11]([CH2:7][CH2:8][CH2:9][CH3:10])([CH2:14][CH2:15][CH2:16][CH3:17])[CH2:12][O:4][CH:1]([CH3:3])[CH3:2])[CH2:19][CH2:20][CH3:21]. The catalyst class is: 7. (2) Reactant: [F:1][C:2]1[CH:3]=[N:4][C:5]([O:17][C:18]2[CH:23]=[CH:22][CH:21]=[C:20]([S:24][CH3:25])[CH:19]=2)=[C:6]([CH:16]=1)[C:7]([NH:9][CH:10]1[CH2:15][CH2:14][NH:13][CH2:12][CH2:11]1)=[O:8].C(N(CC)CC)C.[CH3:33][S:34](Cl)(=[O:36])=[O:35]. Product: [F:1][C:2]1[CH:3]=[N:4][C:5]([O:17][C:18]2[CH:23]=[CH:22][CH:21]=[C:20]([S:24][CH3:25])[CH:19]=2)=[C:6]([CH:16]=1)[C:7]([NH:9][CH:10]1[CH2:11][CH2:12][N:13]([S:34]([CH3:33])(=[O:36])=[O:35])[CH2:14][CH2:15]1)=[O:8]. The catalyst class is: 4.